This data is from NCI-60 drug combinations with 297,098 pairs across 59 cell lines. The task is: Regression. Given two drug SMILES strings and cell line genomic features, predict the synergy score measuring deviation from expected non-interaction effect. (1) Drug 1: C(=O)(N)NO. Drug 2: CCC1(C2=C(COC1=O)C(=O)N3CC4=CC5=C(C=CC(=C5CN(C)C)O)N=C4C3=C2)O.Cl. Cell line: A498. Synergy scores: CSS=11.6, Synergy_ZIP=-5.93, Synergy_Bliss=2.61, Synergy_Loewe=-21.8, Synergy_HSA=-0.262. (2) Drug 1: C1C(C(OC1N2C=NC3=C(N=C(N=C32)Cl)N)CO)O. Drug 2: CN1C2=C(C=C(C=C2)N(CCCl)CCCl)N=C1CCCC(=O)O.Cl. Cell line: MALME-3M. Synergy scores: CSS=13.9, Synergy_ZIP=-6.57, Synergy_Bliss=-2.67, Synergy_Loewe=-27.5, Synergy_HSA=-3.53. (3) Drug 1: C1=CC(=CC=C1C#N)C(C2=CC=C(C=C2)C#N)N3C=NC=N3. Drug 2: CC12CCC3C(C1CCC2O)C(CC4=C3C=CC(=C4)O)CCCCCCCCCS(=O)CCCC(C(F)(F)F)(F)F. Cell line: NCI/ADR-RES. Synergy scores: CSS=6.87, Synergy_ZIP=-3.06, Synergy_Bliss=-4.77, Synergy_Loewe=2.27, Synergy_HSA=-3.49. (4) Drug 1: CC1=C(N=C(N=C1N)C(CC(=O)N)NCC(C(=O)N)N)C(=O)NC(C(C2=CN=CN2)OC3C(C(C(C(O3)CO)O)O)OC4C(C(C(C(O4)CO)O)OC(=O)N)O)C(=O)NC(C)C(C(C)C(=O)NC(C(C)O)C(=O)NCCC5=NC(=CS5)C6=NC(=CS6)C(=O)NCCC[S+](C)C)O. Cell line: UACC-257. Drug 2: CC12CCC3C(C1CCC2OP(=O)(O)O)CCC4=C3C=CC(=C4)OC(=O)N(CCCl)CCCl.[Na+]. Synergy scores: CSS=12.7, Synergy_ZIP=-2.45, Synergy_Bliss=0.605, Synergy_Loewe=1.01, Synergy_HSA=1.03. (5) Drug 1: CS(=O)(=O)C1=CC(=C(C=C1)C(=O)NC2=CC(=C(C=C2)Cl)C3=CC=CC=N3)Cl. Cell line: NCI-H322M. Drug 2: COC1=NC(=NC2=C1N=CN2C3C(C(C(O3)CO)O)O)N. Synergy scores: CSS=-1.91, Synergy_ZIP=0.419, Synergy_Bliss=-0.730, Synergy_Loewe=-5.26, Synergy_HSA=-3.93. (6) Drug 1: CN(CC1=CN=C2C(=N1)C(=NC(=N2)N)N)C3=CC=C(C=C3)C(=O)NC(CCC(=O)O)C(=O)O. Drug 2: CCC1(C2=C(COC1=O)C(=O)N3CC4=CC5=C(C=CC(=C5CN(C)C)O)N=C4C3=C2)O.Cl. Cell line: IGROV1. Synergy scores: CSS=29.7, Synergy_ZIP=-0.734, Synergy_Bliss=-3.18, Synergy_Loewe=-21.1, Synergy_HSA=-8.19.